From a dataset of Peptide-MHC class I binding affinity with 185,985 pairs from IEDB/IMGT. Regression. Given a peptide amino acid sequence and an MHC pseudo amino acid sequence, predict their binding affinity value. This is MHC class I binding data. (1) The peptide sequence is FHGVAKNPV. The MHC is HLA-B15:01 with pseudo-sequence HLA-B15:01. The binding affinity (normalized) is 0.0847. (2) The peptide sequence is RINEGWPAY. The MHC is HLA-A01:01 with pseudo-sequence HLA-A01:01. The binding affinity (normalized) is 0.429. (3) The peptide sequence is LMHAPAFET. The MHC is HLA-A02:01 with pseudo-sequence HLA-A02:01. The binding affinity (normalized) is 0.297. (4) The peptide sequence is NELGYSGYF. The MHC is HLA-B44:02 with pseudo-sequence HLA-B44:02. The binding affinity (normalized) is 0.0847.